This data is from Forward reaction prediction with 1.9M reactions from USPTO patents (1976-2016). The task is: Predict the product of the given reaction. (1) The product is: [CH2:3]([N:10]1[CH2:14][C:15]2[CH:20]=[CH:19][CH:18]=[N:17][C:16]=2[O:13][CH2:12][CH2:11]1)[C:4]1[CH:9]=[CH:8][CH:7]=[CH:6][CH:5]=1. Given the reactants [H-].[Na+].[CH2:3]([N:10]([CH2:14][C:15]1[C:16](Cl)=[N:17][CH:18]=[CH:19][CH:20]=1)[CH2:11][CH2:12][OH:13])[C:4]1[CH:9]=[CH:8][CH:7]=[CH:6][CH:5]=1.O, predict the reaction product. (2) Given the reactants Br[C:2]1[CH:7]=[CH:6][C:5]([O:8][CH3:9])=[C:4]([O:10][CH2:11][CH3:12])[CH:3]=1.C([Li])CCC.CCCCCC.[CH3:24][N:25]1[C:29]2[CH:30]=[CH:31][C:32]([CH:34]=[O:35])=[CH:33][C:28]=2[N:27]=[N:26]1, predict the reaction product. The product is: [CH2:11]([O:10][C:4]1[CH:3]=[C:2]([CH:34]([C:32]2[CH:31]=[CH:30][C:29]3[N:25]([CH3:24])[N:26]=[N:27][C:28]=3[CH:33]=2)[OH:35])[CH:7]=[CH:6][C:5]=1[O:8][CH3:9])[CH3:12]. (3) Given the reactants Cl[CH:2]([C:10](=[O:13])[CH2:11][CH3:12])[C:3](=[O:9])[C:4]([O:6][CH2:7][CH3:8])=[O:5].[Cl:14][C:15]1[CH:16]=[C:17]([SH:22])[CH:18]=[C:19]([Cl:21])[CH:20]=1.C(=O)([O-])[O-].[K+].[K+].[I-].[Na+], predict the reaction product. The product is: [Cl:14][C:15]1[CH:16]=[C:17]([S:22][CH:2]([C:10](=[O:13])[CH2:11][CH3:12])[C:3](=[O:9])[C:4]([O:6][CH2:7][CH3:8])=[O:5])[CH:18]=[C:19]([Cl:21])[CH:20]=1. (4) Given the reactants BrC1C(CC2(O)C3C(=CC=C(C)C=3)N(CCC(C)C)C2=O)=NC=CC=1.[Cl:26][C:27]1[CH:28]=[C:29]2[C:33](=[CH:34][CH:35]=1)[N:32]([CH2:36][CH3:37])[C:31](=[O:38])[C:30]2=[O:39].[CH3:40][O:41][C:42]1[C:43]([CH3:48])=[N:44][CH:45]=[CH:46][CH:47]=1, predict the reaction product. The product is: [Cl:26][C:27]1[CH:28]=[C:29]2[C:33](=[CH:34][CH:35]=1)[N:32]([CH2:36][CH3:37])[C:31](=[O:38])[C:30]2([OH:39])[CH2:48][C:43]1[C:42]([O:41][CH3:40])=[CH:47][CH:46]=[CH:45][N:44]=1. (5) Given the reactants [Cl:1][C:2]1[C:7]([C:8]([F:11])([F:10])[F:9])=[CH:6][CH:5]=[CH:4][C:3]=1[C:12]([N:14]1[CH2:19][CH2:18][N:17]([CH2:20][CH3:21])[C:16](=[O:22])[CH2:15]1)=[O:13].Br.BrC[C:26]1[CH:31]=[CH:30][CH:29]=C[N:27]=1, predict the reaction product. The product is: [Cl:1][C:2]1[C:7]([C:8]([F:11])([F:9])[F:10])=[CH:6][CH:5]=[CH:4][C:3]=1[C:12]([N:14]1[CH2:19][CH2:18][N:17]([CH2:20][C:21]2[CH:29]=[CH:30][CH:31]=[CH:26][N:27]=2)[C:16](=[O:22])[CH2:15]1)=[O:13]. (6) The product is: [O:1]1[CH:5]=[C:4]([C:6]2[CH:7]=[CH:8][C:9]([C:10]([OH:12])=[O:11])=[CH:15][CH:16]=2)[N:3]=[CH:2]1. Given the reactants [O:1]1[CH:5]=[C:4]([C:6]2[CH:16]=[CH:15][C:9]([C:10]([O:12]CC)=[O:11])=[CH:8][CH:7]=2)[N:3]=[CH:2]1.[OH-].[Na+], predict the reaction product.